From a dataset of NCI-60 drug combinations with 297,098 pairs across 59 cell lines. Regression. Given two drug SMILES strings and cell line genomic features, predict the synergy score measuring deviation from expected non-interaction effect. (1) Drug 1: CCC1(CC2CC(C3=C(CCN(C2)C1)C4=CC=CC=C4N3)(C5=C(C=C6C(=C5)C78CCN9C7C(C=CC9)(C(C(C8N6C)(C(=O)OC)O)OC(=O)C)CC)OC)C(=O)OC)O.OS(=O)(=O)O. Drug 2: CCCCC(=O)OCC(=O)C1(CC(C2=C(C1)C(=C3C(=C2O)C(=O)C4=C(C3=O)C=CC=C4OC)O)OC5CC(C(C(O5)C)O)NC(=O)C(F)(F)F)O. Cell line: BT-549. Synergy scores: CSS=20.7, Synergy_ZIP=0.808, Synergy_Bliss=-1.50, Synergy_Loewe=0.758, Synergy_HSA=-0.266. (2) Drug 1: C1=CC(=CC=C1CCC2=CNC3=C2C(=O)NC(=N3)N)C(=O)NC(CCC(=O)O)C(=O)O. Drug 2: CCC1=CC2CC(C3=C(CN(C2)C1)C4=CC=CC=C4N3)(C5=C(C=C6C(=C5)C78CCN9C7C(C=CC9)(C(C(C8N6C)(C(=O)OC)O)OC(=O)C)CC)OC)C(=O)OC.C(C(C(=O)O)O)(C(=O)O)O. Cell line: SK-OV-3. Synergy scores: CSS=48.4, Synergy_ZIP=-2.62, Synergy_Bliss=-2.61, Synergy_Loewe=-3.26, Synergy_HSA=3.01.